Task: Predict the reaction yield, written as a fraction of the theoretical maximum amount of product (1.0 means a 100% yield; for example, 0.34 means a 34% yield).. Dataset: Reaction yield outcomes from USPTO patents with 853,638 reactions (1) The reactants are [C:1]([C:4]1[C:22](=[O:23])[C@@:8]2([CH3:24])[C:9]3[C:15]([OH:16])=[CH:14][C:13]([O:17][CH3:18])=[C:12]([C:19]([NH2:21])=[O:20])[C:10]=3[O:11][C:7]2=[CH:6][C:5]=1[OH:25])(=[O:3])[CH3:2].[CH3:26][C:27]1[CH:36]=[CH:35][C:34]2[C:29](=[CH:30][CH:31]=[C:32]([CH3:37])[CH:33]=2)[C:28]=1[CH:38]=O.C([SiH](CC)CC)C.FC(F)(F)C(O)=O. The catalyst is C(#N)C. The product is [C:1]([C:4]1[C:22](=[O:23])[C@@:8]2([CH3:24])[C:9]3[C:15]([OH:16])=[CH:14][C:13]([O:17][CH3:18])=[C:12]([C:19]([NH:21][CH2:38][C:28]4[C:29]5[C:34](=[CH:33][C:32]([CH3:37])=[CH:31][CH:30]=5)[CH:35]=[CH:36][C:27]=4[CH3:26])=[O:20])[C:10]=3[O:11][C:7]2=[CH:6][C:5]=1[OH:25])(=[O:3])[CH3:2]. The yield is 0.770. (2) The reactants are [F:1][C:2]1[CH:11]=[CH:10][C:9]([F:12])=[C:8]2[C:3]=1[C:4]([NH:13][CH2:14][CH2:15][C:16]1[CH:21]=[CH:20][C:19]([OH:22])=[C:18]([CH3:23])[CH:17]=1)=[N:5][CH:6]=[N:7]2.F[C:25]1[CH:30]=[C:29]([C:31]([F:34])([F:33])[F:32])[CH:28]=[CH:27][N:26]=1.C(=O)([O-])[O-].[K+].[K+].O. The catalyst is CS(C)=O. The product is [F:1][C:2]1[CH:11]=[CH:10][C:9]([F:12])=[C:8]2[C:3]=1[C:4]([NH:13][CH2:14][CH2:15][C:16]1[CH:21]=[CH:20][C:19]([O:22][C:25]3[CH:30]=[C:29]([C:31]([F:34])([F:33])[F:32])[CH:28]=[CH:27][N:26]=3)=[C:18]([CH3:23])[CH:17]=1)=[N:5][CH:6]=[N:7]2. The yield is 0.770. (3) The yield is 0.440. The product is [NH2:5][C:4]1[C:3]2[CH:6]=[CH:7][CH:8]=[CH:9][C:2]=2[NH:12][N:11]=1. The reactants are F[C:2]1[CH:9]=[CH:8][CH:7]=[CH:6][C:3]=1[C:4]#[N:5].O.[NH2:11][NH2:12]. The catalyst is C(O)CCC. (4) The reactants are [CH3:1][O:2][C:3]([C:5]1[S:9][C:8]2[C:10]([C:14]([F:17])([F:16])[F:15])=[CH:11][CH:12]=[CH:13][C:7]=2[C:6]=1[CH:18]1[CH2:23][CH2:22][NH:21][CH2:20][CH2:19]1)=[O:4].C(N(CC)CC)C.C1C[O:34][CH2:33][CH2:32]1.C(Cl)(=O)C. The catalyst is C(OCC)(=O)C. The product is [CH3:1][O:2][C:3]([C:5]1[S:9][C:8]2[C:10]([C:14]([F:16])([F:17])[F:15])=[CH:11][CH:12]=[CH:13][C:7]=2[C:6]=1[CH:18]1[CH2:23][CH2:22][N:21]([C:33](=[O:34])[CH3:32])[CH2:20][CH2:19]1)=[O:4]. The yield is 0.880. (5) The reactants are [CH3:1][C:2]([CH3:7])([CH3:6])[CH2:3][CH:4]=O.C(N(CC)CC)C.[NH2:15][CH2:16][CH2:17][S:18]([NH2:21])(=[O:20])=[O:19].Cl.[S-:23][C:24]#[N:25].[K+].II.S(S([O-])=O)([O-])(=O)=O.[Na+].[Na+]. The catalyst is C(#N)C. The product is [C:2]([C:3]1[S:23][C:24](=[NH:25])[N:15]([CH2:16][CH2:17][S:18]([NH2:21])(=[O:20])=[O:19])[CH:4]=1)([CH3:7])([CH3:6])[CH3:1]. The yield is 0.122.